The task is: Predict the product of the given reaction.. This data is from Forward reaction prediction with 1.9M reactions from USPTO patents (1976-2016). (1) Given the reactants [CH:1]1([CH2:4][O:5][C:6]2[C:11]([O:12][CH3:13])=[CH:10][CH:9]=[CH:8][C:7]=2[O:14][CH3:15])[CH2:3][CH2:2]1.[Br:16]N1C(=O)CCC1=O, predict the reaction product. The product is: [Br:16][C:8]1[CH:9]=[CH:10][C:11]([O:12][CH3:13])=[C:6]([O:5][CH2:4][CH:1]2[CH2:2][CH2:3]2)[C:7]=1[O:14][CH3:15]. (2) Given the reactants [NH:1]1[CH2:6][CH2:5][C:4]2([C:10]3[CH:11]=[CH:12][CH:13]=[CH:14][C:9]=3[C:8](=[O:15])[O:7]2)[CH2:3][CH2:2]1.[CH3:16][O:17][C:18]1[CH:19]=[C:20]([CH2:26][CH2:27][N:28]2[C:36]3[C:31](=[CH:32][C:33]([O:37][CH3:38])=[CH:34][CH:35]=3)[C:30]([C:39](O)=[O:40])=[C:29]2[CH3:42])[CH:21]=[CH:22][C:23]=1[O:24][CH3:25], predict the reaction product. The product is: [CH3:16][O:17][C:18]1[CH:19]=[C:20]([CH2:26][CH2:27][N:28]2[C:36]3[C:31](=[CH:32][C:33]([O:37][CH3:38])=[CH:34][CH:35]=3)[C:30]([C:39]([N:1]3[CH2:6][CH2:5][C:4]4([C:10]5[CH:11]=[CH:12][CH:13]=[CH:14][C:9]=5[C:8](=[O:15])[O:7]4)[CH2:3][CH2:2]3)=[O:40])=[C:29]2[CH3:42])[CH:21]=[CH:22][C:23]=1[O:24][CH3:25].